From a dataset of Catalyst prediction with 721,799 reactions and 888 catalyst types from USPTO. Predict which catalyst facilitates the given reaction. (1) Reactant: [NH2:1][C:2]1[NH:3][C:4]2[C:9]([C:10]=1[C:11]#[N:12])=[CH:8][CH:7]=[C:6]([N+:13]([O-:15])=[O:14])[CH:5]=2.CO[CH:18]1[CH2:22][CH2:21][CH:20](OC)O1.C(=O)(O)[O-].[Na+].C(=O)=O. Product: [N+:13]([C:6]1[CH:5]=[C:4]2[C:9]([C:10]([C:11]#[N:12])=[C:2]([N:1]3[CH:18]=[CH:22][CH:21]=[CH:20]3)[NH:3]2)=[CH:8][CH:7]=1)([O-:15])=[O:14]. The catalyst class is: 86. (2) Product: [Cl:1][C:2]1[CH:7]=[C:6]([Cl:8])[CH:5]=[CH:4][C:3]=1[N:9]1[C:13]([C:14]2[CH:15]=[CH:16][C:17]([O:20][CH2:21][CH2:22][CH2:23][F:24])=[CH:18][CH:19]=2)=[C:12]([CH3:25])[C:11]([C:26]([OH:28])=[O:27])=[N:10]1. The catalyst class is: 636. Reactant: [Cl:1][C:2]1[CH:7]=[C:6]([Cl:8])[CH:5]=[CH:4][C:3]=1[N:9]1[C:13]([C:14]2[CH:19]=[CH:18][C:17]([O:20][CH2:21][CH2:22][CH2:23][F:24])=[CH:16][CH:15]=2)=[C:12]([CH3:25])[C:11]([C:26]([O:28]CC)=[O:27])=[N:10]1.[OH-].[K+].